Task: Predict the product of the given reaction.. Dataset: Forward reaction prediction with 1.9M reactions from USPTO patents (1976-2016) (1) Given the reactants Br[C:2]1[CH:3]=[C:4]([C:24](=[O:36])[NH:25][CH2:26][C:27]2[C:28](=[O:35])[NH:29][C:30]([CH3:34])=[CH:31][C:32]=2[CH3:33])[C:5]([CH3:23])=[C:6]([N:8]([CH3:22])[CH:9]2[CH2:14][CH2:13][N:12]([C:15]([O:17][C:18]([CH3:21])([CH3:20])[CH3:19])=[O:16])[CH2:11][CH2:10]2)[CH:7]=1.B(O)O.[C:40]([O-:43])([O-])=O.[Na+].[Na+].CO, predict the reaction product. The product is: [CH3:33][C:32]1[CH:31]=[C:30]([CH3:34])[NH:29][C:28](=[O:35])[C:27]=1[CH2:26][NH:25][C:24]([C:4]1[C:5]([CH3:23])=[C:6]([N:8]([CH3:22])[CH:9]2[CH2:10][CH2:11][N:12]([C:15]([O:17][C:18]([CH3:19])([CH3:21])[CH3:20])=[O:16])[CH2:13][CH2:14]2)[CH:7]=[C:2]([C:10]2[CH:11]=[N:12][C:13]([CH:40]=[O:43])=[CH:14][CH:9]=2)[CH:3]=1)=[O:36]. (2) Given the reactants [C:1]([C:3]1([C:6]([O:8][CH2:9][CH3:10])=[O:7])[CH2:5][CH2:4]1)#[N:2], predict the reaction product. The product is: [NH2:2][CH2:1][C:3]1([C:6]([O:8][CH2:9][CH3:10])=[O:7])[CH2:5][CH2:4]1. (3) Given the reactants [C:1]([CH:3]([CH2:8][C:9]1[CH:14]=[CH:13][CH:12]=[C:11]([C:15]([F:18])([F:17])[F:16])[C:10]=1[CH3:19])[C:4](OC)=O)#[N:2].[OH2:20].[NH2:21][NH2:22], predict the reaction product. The product is: [NH2:2][C:1]1[NH:22][NH:21][C:4](=[O:20])[C:3]=1[CH2:8][C:9]1[CH:14]=[CH:13][CH:12]=[C:11]([C:15]([F:16])([F:17])[F:18])[C:10]=1[CH3:19].